From a dataset of Catalyst prediction with 721,799 reactions and 888 catalyst types from USPTO. Predict which catalyst facilitates the given reaction. (1) The catalyst class is: 26. Product: [N:19]1([CH:23]2[CH2:28][CH2:27][N:26]([CH2:11][C:9]3[S:8][C:6]4[N:7]=[C:2]([Cl:1])[N:3]=[C:4]([N:13]5[CH2:18][CH2:17][O:16][CH2:15][CH2:14]5)[C:5]=4[N:10]=3)[CH2:25][CH2:24]2)[CH2:22][CH2:21][CH2:20]1. Reactant: [Cl:1][C:2]1[N:3]=[C:4]([N:13]2[CH2:18][CH2:17][O:16][CH2:15][CH2:14]2)[C:5]2[N:10]=[C:9]([CH:11]=O)[S:8][C:6]=2[N:7]=1.[N:19]1([CH:23]2[CH2:28][CH2:27][NH:26][CH2:25][CH2:24]2)[CH2:22][CH2:21][CH2:20]1.C(O[BH-](OC(=O)C)OC(=O)C)(=O)C.[Na+]. (2) Reactant: [Cl:1][C:2]1[CH:3]=[C:4]([S:22][CH:23]2[CH2:28][CH2:27][C:26](=O)[CH2:25][CH2:24]2)[C:5]([CH3:21])=[C:6]([CH:20]=1)[C:7]([NH:9][CH2:10][C:11]1[C:12](=[O:19])[NH:13][C:14]([CH3:18])=[CH:15][C:16]=1[CH3:17])=[O:8].[CH3:30][NH:31][CH3:32].C(O)(=O)C.C(O[BH-](OC(=O)C)OC(=O)C)(=O)C.[Na+]. Product: [Cl:1][C:2]1[CH:3]=[C:4]([S:22][CH:23]2[CH2:24][CH2:25][CH:26]([N:31]([CH3:32])[CH3:30])[CH2:27][CH2:28]2)[C:5]([CH3:21])=[C:6]([CH:20]=1)[C:7]([NH:9][CH2:10][C:11]1[C:12](=[O:19])[NH:13][C:14]([CH3:18])=[CH:15][C:16]=1[CH3:17])=[O:8]. The catalyst class is: 68.